Task: Predict the reactants needed to synthesize the given product.. Dataset: Full USPTO retrosynthesis dataset with 1.9M reactions from patents (1976-2016) (1) Given the product [Cl:1][C:2]1[CH:3]=[CH:4][C:5]([C:8]2[S:12][C:11]3[C:13](=[O:15])[N:19]([CH2:21][CH2:38][C:35]4[CH:36]=[CH:37][C:32]([CH2:31][N:29]([CH3:30])[C:27](=[O:28])[O:26][C:22]([CH3:25])([CH3:23])[CH3:24])=[CH:33][CH:34]=4)[CH:18]=[N:17][C:10]=3[CH:9]=2)=[CH:6][CH:7]=1, predict the reactants needed to synthesize it. The reactants are: [Cl:1][C:2]1[CH:7]=[CH:6][C:5]([C:8]2[S:12][C:11]([C:13]([O:15]C)=O)=[C:10]([N:17]=[CH:18][N:19]([CH3:21])C)[CH:9]=2)=[CH:4][CH:3]=1.[C:22]([O:26][C:27]([N:29]([CH2:31][C:32]1[CH:37]=[CH:36][C:35]([CH2:38]CN)=[CH:34][CH:33]=1)[CH3:30])=[O:28])([CH3:25])([CH3:24])[CH3:23].C(O)C. (2) Given the product [CH3:8][C:6]1[CH:7]=[C:2]([S:16][CH:10]2[CH2:15][CH2:14][CH2:13][CH2:12][CH2:11]2)[CH:3]=[C:4]([CH3:9])[CH:5]=1, predict the reactants needed to synthesize it. The reactants are: I[C:2]1[CH:3]=[C:4]([CH3:9])[CH:5]=[C:6]([CH3:8])[CH:7]=1.[CH:10]1([SH:16])[CH2:15][CH2:14][CH2:13][CH2:12][CH2:11]1.C([O-])([O-])=O.[K+].[K+].C(O)CO. (3) Given the product [OH:1][C@H:2]1[CH2:7][CH2:6][C@H:5]([C:8]2[CH:23]=[CH:22][C:11]([O:12][CH2:13][CH2:14][CH2:15][N:16]3[CH2:17][CH2:18][CH2:19][CH2:20][CH2:21]3)=[CH:10][CH:9]=2)[CH2:4][CH2:3]1, predict the reactants needed to synthesize it. The reactants are: [O:1]=[C:2]1[CH2:7][CH2:6][CH:5]([C:8]2[CH:23]=[CH:22][C:11]([O:12][CH2:13][CH2:14][CH2:15][N:16]3[CH2:21][CH2:20][CH2:19][CH2:18][CH2:17]3)=[CH:10][CH:9]=2)[CH2:4][CH2:3]1.O[C@H]1CC[C@H](C2C=CC(OCCCN3CCC[C@H](C)C3)=CC=2)CC1.C([O-])(=O)C([O-])=O.